Predict which catalyst facilitates the given reaction. From a dataset of Catalyst prediction with 721,799 reactions and 888 catalyst types from USPTO. (1) The catalyst class is: 14. Product: [C:4]([O:8][C:9]([N:11]1[C:19]2[CH2:18][CH2:17][N:16]([CH:20]([C:29]3[CH:34]=[CH:33][CH:32]=[CH:31][C:30]=3[Cl:35])[CH2:21][CH2:22][CH2:23][CH2:24][CH2:25][C:26]([C:9]([O:8][CH2:4][CH3:5])=[O:10])([CH3:28])[CH3:27])[CH2:15][C:14]=2[CH:13]=[CH:12]1)=[O:10])([CH3:6])([CH3:7])[CH3:5]. Reactant: [BH4-].[Na+].[Br-].[C:4]([O:8][C:9]([N:11]1[C:19]2[CH:18]=[CH:17][N+:16]([CH:20]([C:29]3[CH:34]=[CH:33][CH:32]=[CH:31][C:30]=3[Cl:35])[CH2:21][CH2:22][CH2:23][CH2:24][CH2:25][CH:26]([CH3:28])[CH3:27])=[CH:15][C:14]=2[CH:13]=[CH:12]1)=[O:10])([CH3:7])([CH3:6])[CH3:5]. (2) Reactant: Cl[C:2]1[N:7]=[C:6]([C:8]2[CH:13]=[C:12]([Cl:14])[CH:11]=[CH:10][C:9]=2[CH3:15])[N:5]=[C:4]([NH:16][C:17]2[CH:22]=[CH:21][C:20]([CH2:23][OH:24])=[CH:19][CH:18]=2)[N:3]=1.[Cr](Cl)([O-])(=O)=O.[NH+:30]1C=CC=CC=1.C(OCC)C. Product: [NH2:30][C:2]1[N:7]=[C:6]([C:8]2[CH:13]=[C:12]([Cl:14])[CH:11]=[CH:10][C:9]=2[CH3:15])[N:5]=[C:4]([NH:16][C:17]2[CH:22]=[CH:21][C:20]([CH:23]=[O:24])=[CH:19][CH:18]=2)[N:3]=1. The catalyst class is: 4. (3) Reactant: [F:1][C:2]1[CH:7]=[C:6]([I:8])[CH:5]=[CH:4][C:3]=1[NH:9][C:10]1[N:15]([CH3:16])[C:14](=[O:17])[C:13]2[CH2:18][CH2:19][CH2:20][C:12]=2[C:11]=1[C:21]([O:23]CC)=[O:22].[Li+].[OH-]. Product: [F:1][C:2]1[CH:7]=[C:6]([I:8])[CH:5]=[CH:4][C:3]=1[NH:9][C:10]1[N:15]([CH3:16])[C:14](=[O:17])[C:13]2[CH2:18][CH2:19][CH2:20][C:12]=2[C:11]=1[C:21]([OH:23])=[O:22]. The catalyst class is: 24. (4) The catalyst class is: 2. Reactant: C(OC([N:8]1[CH2:11][CH:10]([N:12]2[CH2:17][CH2:16][S:15](=[O:19])(=[O:18])[CH2:14][CH2:13]2)[CH2:9]1)=O)(C)(C)C.C(O)(C(F)(F)F)=O. Product: [NH:8]1[CH2:11][CH:10]([N:12]2[CH2:17][CH2:16][S:15](=[O:19])(=[O:18])[CH2:14][CH2:13]2)[CH2:9]1. (5) Reactant: C(OC(=O)[NH:7][C@H:8]1[CH2:14][O:13][C:12]2[CH:15]=[CH:16][C:17]([F:19])=[CH:18][C:11]=2[NH:10][C:9]1=[O:20])(C)(C)C.[C:22]([OH:28])([C:24]([F:27])([F:26])[F:25])=[O:23]. Product: [F:25][C:24]([F:27])([F:26])[C:22]([OH:28])=[O:23].[NH2:7][C@H:8]1[CH2:14][O:13][C:12]2[CH:15]=[CH:16][C:17]([F:19])=[CH:18][C:11]=2[NH:10][C:9]1=[O:20].[C:22]([OH:28])([C:24]([F:27])([F:26])[F:25])=[O:23]. The catalyst class is: 343. (6) Reactant: [CH3:1][S:2](Cl)(=[O:4])=[O:3].[NH2:6][C:7]1[CH:15]=[CH:14][CH:13]=[C:12]2[C:8]=1[CH:9]=[CH:10][N:11]2[C:16]([C:23]1[CH:28]=[CH:27][C:26]([Cl:29])=[CH:25][CH:24]=1)([CH2:21][CH3:22])[C:17]([O:19][CH3:20])=[O:18].CN1CCOCC1. Product: [Cl:29][C:26]1[CH:25]=[CH:24][C:23]([C:16]([N:11]2[C:12]3[C:8](=[C:7]([NH:6][S:2]([CH3:1])(=[O:4])=[O:3])[CH:15]=[CH:14][CH:13]=3)[CH:9]=[CH:10]2)([CH2:21][CH3:22])[C:17]([O:19][CH3:20])=[O:18])=[CH:28][CH:27]=1. The catalyst class is: 2. (7) Reactant: [C:1]([C:3]1[C:8](=[O:9])[NH:7][C:6]([CH3:13])([C:10]([OH:12])=O)[CH2:5][C:4]=1[C:14]1[CH:19]=[CH:18][C:17]([CH3:20])=[CH:16][CH:15]=1)#[N:2].[CH3:21][NH:22][O:23][CH3:24].C(Cl)CCl.CN1CCOCC1. Product: [C:1]([C:3]1[C:8](=[O:9])[NH:7][C:6]([CH3:13])([C:10]([N:22]([O:23][CH3:24])[CH3:21])=[O:12])[CH2:5][C:4]=1[C:14]1[CH:19]=[CH:18][C:17]([CH3:20])=[CH:16][CH:15]=1)#[N:2]. The catalyst class is: 2. (8) Reactant: Br[C:2]1[CH:3]=[C:4]([NH:10][C@H:11]([CH2:15][CH:16]([CH3:18])[CH3:17])[C:12]([NH2:14])=[O:13])[CH:5]=[CH:6][C:7]=1[C:8]#[N:9].[NH2:19][C:20]1[O:24][N:23]=[C:22]([CH3:25])[CH:21]=1.O.O.O.[O-]C1C=CC=CC=1.[Na+].CC1(C)C2C(=C(P(C3C=CC=CC=3)C3C=CC=CC=3)C=CC=2)OC2C(P(C3C=CC=CC=3)C3C=CC=CC=3)=CC=CC1=2. Product: [C:8]([C:7]1[CH:6]=[CH:5][C:4]([NH:10][C@H:11]([CH2:15][CH:16]([CH3:18])[CH3:17])[C:12]([NH2:14])=[O:13])=[CH:3][C:2]=1[NH:19][C:20]1[O:24][N:23]=[C:22]([CH3:25])[CH:21]=1)#[N:9]. The catalyst class is: 62.